From a dataset of Full USPTO retrosynthesis dataset with 1.9M reactions from patents (1976-2016). Predict the reactants needed to synthesize the given product. (1) Given the product [NH:6]1[CH2:7][CH2:8][CH2:9][CH2:10][C:5]1=[CH:4][C:11]#[N:12], predict the reactants needed to synthesize it. The reactants are: COC(=O)[C:4]([C:11]#[N:12])=[C:5]1[CH2:10][CH2:9][CH2:8][CH2:7][NH:6]1.Cl. (2) Given the product [CH2:18]([C:17]1[O:22][C:30]2[CH:31]=[CH:32][C:27]([N+:24]([O-:26])=[O:25])=[CH:28][C:29]=2[C:16]=1[C:15](=[O:23])[C:12]1[CH:11]=[CH:10][C:9]([OH:8])=[CH:14][CH:13]=1)[CH2:19][CH2:20][CH3:21], predict the reactants needed to synthesize it. The reactants are: C([O:8][C:9]1[CH:14]=[CH:13][C:12]([C:15](=[O:23])[CH2:16][C:17](=[O:22])[CH2:18][CH2:19][CH2:20][CH3:21])=[CH:11][CH:10]=1)C1C=CC=CC=1.[N+:24]([C:27]1[CH:32]=[CH:31][C:30](ON)=[CH:29][CH:28]=1)([O-:26])=[O:25]. (3) Given the product [C:50]([OH:51])([C:20]([F:23])([F:33])[F:19])=[O:53].[C:39]([C:37]1[C:36]([NH:42][C:43]2[CH:48]=[CH:47][N:46]=[C:45]([F:49])[CH:44]=2)=[N:35][N:34]([C:27]2([CH2:26][C:24]#[N:25])[CH2:32][CH2:31][N:30]([C:1]([O:22][CH2:21][CH:20]([F:23])[F:19])=[O:2])[CH2:29][CH:28]2[F:33])[CH:38]=1)(=[O:40])[NH2:41], predict the reactants needed to synthesize it. The reactants are: [C:1](ON1C(=O)CCC1=O)(ON1C(=O)CCC1=O)=[O:2].[F:19][CH:20]([F:23])[CH2:21][OH:22].[C:24]([CH2:26][C:27]1([N:34]2[CH:38]=[C:37]([C:39]([NH2:41])=[O:40])[C:36]([NH:42][C:43]3[CH:48]=[CH:47][N:46]=[C:45]([F:49])[CH:44]=3)=[N:35]2)[CH2:32][CH2:31][NH:30][CH2:29][CH:28]1[F:33])#[N:25].[C:50](=[O:53])([O-])[O-:51]. (4) Given the product [C:1]([N:29]1[CH2:30][CH2:31][CH:26]([CH2:25][CH2:24][N:17]2[C:16](=[O:32])[C:15]3[C:19](=[CH:20][CH:21]=[CH:22][C:14]=3[NH:13][C:11]([C:9]3[S:10][C:6]([Cl:5])=[CH:7][CH:8]=3)=[O:12])[C:18]2=[O:23])[CH2:27][CH2:28]1)(=[O:3])[CH3:2], predict the reactants needed to synthesize it. The reactants are: [C:1](Cl)(=[O:3])[CH3:2].[Cl:5][C:6]1[S:10][C:9]([C:11]([NH:13][C:14]2[CH:22]=[CH:21][CH:20]=[C:19]3[C:15]=2[C:16](=[O:32])[N:17]([CH2:24][CH2:25][CH:26]2[CH2:31][CH2:30][NH:29][CH2:28][CH2:27]2)[C:18]3=[O:23])=[O:12])=[CH:8][CH:7]=1.N1C=CC=CC=1. (5) Given the product [Cl:1][C:2]1[C:11]2[C:6](=[CH:7][CH:8]=[C:9]([OH:12])[CH:10]=2)[N:5]=[C:4]([CH3:14])[CH:3]=1, predict the reactants needed to synthesize it. The reactants are: [Cl:1][C:2]1[C:11]2[C:6](=[CH:7][CH:8]=[C:9]([O:12]C)[CH:10]=2)[N:5]=[C:4]([CH3:14])[CH:3]=1.B(Br)(Br)Br.C(Cl)Cl. (6) Given the product [CH3:1][O:2][C:3](=[O:19])[CH:4]([NH:8][C:9](=[O:18])[C:10]1[C:11]([Cl:17])=[CH:12][CH:13]=[CH:14][C:15]=1[Cl:16])[CH2:5]/[CH:6]=[CH:7]/[C:21]1[CH:22]=[CH:23][C:24]([C:27]2([O:33][CH3:34])[CH2:32][CH2:31][O:30][CH2:29][CH2:28]2)=[CH:25][CH:26]=1, predict the reactants needed to synthesize it. The reactants are: [CH3:1][O:2][C:3](=[O:19])[CH:4]([NH:8][C:9](=[O:18])[C:10]1[C:15]([Cl:16])=[CH:14][CH:13]=[CH:12][C:11]=1[Cl:17])[CH2:5][CH:6]=[CH2:7].I[C:21]1[CH:26]=[CH:25][C:24]([C:27]2([O:33][CH3:34])[CH2:32][CH2:31][O:30][CH2:29][CH2:28]2)=[CH:23][CH:22]=1.C(=O)([O-])[O-].[K+].[K+].